Dataset: Peptide-MHC class I binding affinity with 185,985 pairs from IEDB/IMGT. Task: Regression. Given a peptide amino acid sequence and an MHC pseudo amino acid sequence, predict their binding affinity value. This is MHC class I binding data. (1) The peptide sequence is FRSGVPPKV. The MHC is HLA-A02:01 with pseudo-sequence HLA-A02:01. The binding affinity (normalized) is 0. (2) The peptide sequence is APGWLIWTY. The MHC is HLA-A29:02 with pseudo-sequence HLA-A29:02. The binding affinity (normalized) is 0.402. (3) The peptide sequence is GLYPAQIKA. The MHC is HLA-A02:01 with pseudo-sequence HLA-A02:01. The binding affinity (normalized) is 0.876. (4) The peptide sequence is YETLVGLAI. The MHC is HLA-B40:01 with pseudo-sequence HLA-B40:01. The binding affinity (normalized) is 0.872. (5) The peptide sequence is PLALEGSLQK. The MHC is HLA-A68:01 with pseudo-sequence HLA-A68:01. The binding affinity (normalized) is 0.0173. (6) The peptide sequence is HTTTGRTSL. The MHC is HLA-B18:01 with pseudo-sequence HLA-B18:01. The binding affinity (normalized) is 0.0847. (7) The peptide sequence is MEFWLVAAL. The MHC is HLA-A69:01 with pseudo-sequence HLA-A69:01. The binding affinity (normalized) is 0.0847.